This data is from Forward reaction prediction with 1.9M reactions from USPTO patents (1976-2016). The task is: Predict the product of the given reaction. (1) Given the reactants [F:1][C:2]1[C:3]([NH:17][C:18]2[CH:29]=[CH:28][CH:27]=[CH:26][C:19]=2[C:20]([NH:22][CH:23]([CH3:25])[CH3:24])=[O:21])=[N:4][C:5]([NH:8][C:9]2[CH:14]=[CH:13][C:12]([CH:15]=O)=[CH:11][CH:10]=2)=[N:6][CH:7]=1.[CH3:30][S:31]([CH2:34][CH2:35][NH2:36])(=[O:33])=[O:32], predict the reaction product. The product is: [F:1][C:2]1[C:3]([NH:17][C:18]2[CH:29]=[CH:28][CH:27]=[CH:26][C:19]=2[C:20]([NH:22][CH:23]([CH3:25])[CH3:24])=[O:21])=[N:4][C:5]([NH:8][C:9]2[CH:10]=[CH:11][C:12]([CH2:15][NH:36][CH2:35][CH2:34][S:31]([CH3:30])(=[O:33])=[O:32])=[CH:13][CH:14]=2)=[N:6][CH:7]=1. (2) Given the reactants C(OC([NH:8][C@@H:9]1[CH2:14][CH2:13][C@H:12]([C:15]([O:17][CH3:18])=[O:16])[CH2:11][CH2:10]1)=O)(C)(C)C.FC(F)(F)C(O)=O, predict the reaction product. The product is: [NH2:8][C@@H:9]1[CH2:10][CH2:11][C@H:12]([C:15]([O:17][CH3:18])=[O:16])[CH2:13][CH2:14]1. (3) Given the reactants [N+:1]([C:4]([CH2:31]CCC)=[CH:5][C:6]1[CH:18]=[CH:17][C:9]([C:10]([O:12][C:13]([CH3:16])([CH3:15])[CH3:14])=[O:11])=[CH:8][C:7]=1[C:19]([N:21]1[CH2:30][CH2:29][C:28]2[C:23](=[CH:24][CH:25]=[CH:26][CH:27]=2)[CH2:22]1)=[O:20])([O-:3])=[O:2].OC(C1C=CC(C(OC(C)(C)C)=O)=CC=1C(N1CCC2C(=CC=CC=2)C1)=O)C([N+]([O-])=O)C, predict the reaction product. The product is: [N+:1]([C:4]([CH3:31])=[CH:5][C:6]1[CH:18]=[CH:17][C:9]([C:10]([O:12][C:13]([CH3:16])([CH3:15])[CH3:14])=[O:11])=[CH:8][C:7]=1[C:19]([N:21]1[CH2:30][CH2:29][C:28]2[C:23](=[CH:24][CH:25]=[CH:26][CH:27]=2)[CH2:22]1)=[O:20])([O-:3])=[O:2]. (4) Given the reactants Cl[C:2]1[N:7]=[C:6]([N:8]([CH2:11][C:12]2[S:16][C:15]([Cl:17])=[N:14][CH:13]=2)[CH2:9][CH3:10])[C:5]([N+:18]([O-:20])=[O:19])=[CH:4][CH:3]=1.[CH2:21]([O-:24])[CH:22]=[CH2:23].[Na+], predict the reaction product. The product is: [CH2:21]([O:24][C:2]1[N:7]=[C:6]([N:8]([CH2:11][C:12]2[S:16][C:15]([Cl:17])=[N:14][CH:13]=2)[CH2:9][CH3:10])[C:5]([N+:18]([O-:20])=[O:19])=[CH:4][CH:3]=1)[CH:22]=[CH2:23]. (5) Given the reactants Cl[C:2]1[N:7]=[C:6]([C:8]2[CH:16]=[CH:15][C:11]([N:12]([CH3:14])[CH3:13])=[CH:10][CH:9]=2)[CH:5]=[CH:4][N:3]=1.[CH3:17][N:18]1[CH:22]=[N:21][N:20]=[C:19]1[C:23]1[CH:29]=[CH:28][C:26]([NH2:27])=[CH:25][CH:24]=1.CN(C1C(C2C(P(C3CCCCC3)C3CCCCC3)=CC=CC=2)=CC=CC=1)C.CC([O-])(C)C.[Na+], predict the reaction product. The product is: [CH3:13][N:12]([CH3:14])[C:11]1[CH:15]=[CH:16][C:8]([C:6]2[CH:5]=[CH:4][N:3]=[C:2]([NH:27][C:26]3[CH:25]=[CH:24][C:23]([C:19]4[N:18]([CH3:17])[CH:22]=[N:21][N:20]=4)=[CH:29][CH:28]=3)[N:7]=2)=[CH:9][CH:10]=1. (6) The product is: [NH:15]1[CH:16]=[CH:17][C:13]([NH:12][C:4]2[N:3]=[C:2]([C:21]3[CH:22]=[CH:23][N:18]=[CH:19][CH:20]=3)[C:11]3[C:6]([CH:5]=2)=[CH:7][CH:8]=[CH:9][CH:10]=3)=[N:14]1. Given the reactants Cl[C:2]1[C:11]2[C:6](=[CH:7][CH:8]=[CH:9][CH:10]=2)[CH:5]=[C:4]([NH:12][C:13]2[CH:17]=[CH:16][NH:15][N:14]=2)[N:3]=1.[N:18]1[CH:23]=[CH:22][C:21](B(O)O)=[CH:20][CH:19]=1, predict the reaction product. (7) The product is: [Br:9][C:10]1[CH:15]=[CH:14][CH:13]=[C:12]([C:16]2([O:18][Si:19]([C:22]([CH3:25])([CH3:24])[CH3:23])([CH3:21])[CH3:20])[CH2:1][CH2:17]2)[N:11]=1. Given the reactants [CH2:1]([Zn]CC)C.ClCI.[Br:9][C:10]1[CH:15]=[CH:14][CH:13]=[C:12]([C:16]([O:18][Si:19]([C:22]([CH3:25])([CH3:24])[CH3:23])([CH3:21])[CH3:20])=[CH2:17])[N:11]=1.[Cl-].[NH4+], predict the reaction product. (8) Given the reactants I[C:2]1[C:10]2[C:5](=[CH:6][CH:7]=[CH:8][C:9]=2[N+:11]([O-:13])=[O:12])[N:4]([CH2:14][C:15]2[CH:20]=[CH:19][CH:18]=[C:17]([CH3:21])[N:16]=2)[N:3]=1.[B-](F)(F)(F)[CH:23]=[CH2:24].[K+].C(O)(C)C.C(N(CC)CC)C, predict the reaction product. The product is: [CH3:21][C:17]1[N:16]=[C:15]([CH2:14][N:4]2[C:5]3[C:10](=[C:9]([N+:11]([O-:13])=[O:12])[CH:8]=[CH:7][CH:6]=3)[C:2]([CH:23]=[CH2:24])=[N:3]2)[CH:20]=[CH:19][CH:18]=1.